Dataset: Reaction yield outcomes from USPTO patents with 853,638 reactions. Task: Predict the reaction yield, written as a fraction of the theoretical maximum amount of product (1.0 means a 100% yield; for example, 0.34 means a 34% yield). (1) The reactants are [CH:1]1[C:13]2[CH:12]([CH2:14][O:15][C:16](=[O:44])[NH:17][C:18]3[CH:23]=[CH:22][C:21]([S:24][C:25]4[CH:30]=[CH:29][C:28]([C:31](=[O:40])[NH:32][C:33]5[CH:34]=[N:35][CH:36]=[C:37]([F:39])[CH:38]=5)=[CH:27][C:26]=4[N+:41]([O-])=O)=[CH:20][CH:19]=3)[C:11]3[C:6](=[CH:7][CH:8]=[CH:9][CH:10]=3)[C:5]=2[CH:4]=[CH:3][CH:2]=1.[Cl-].[NH4+].C(O)C.O1CCCC1. The catalyst is O.C(OCC)(=O)C.[Fe]. The product is [CH:1]1[C:13]2[CH:12]([CH2:14][O:15][C:16](=[O:44])[NH:17][C:18]3[CH:19]=[CH:20][C:21]([S:24][C:25]4[CH:30]=[CH:29][C:28]([C:31](=[O:40])[NH:32][C:33]5[CH:34]=[N:35][CH:36]=[C:37]([F:39])[CH:38]=5)=[CH:27][C:26]=4[NH2:41])=[CH:22][CH:23]=3)[C:11]3[C:6](=[CH:7][CH:8]=[CH:9][CH:10]=3)[C:5]=2[CH:4]=[CH:3][CH:2]=1. The yield is 0.970. (2) The yield is 0.780. The reactants are [OH-:1].[Na+].[CH3:3][C:4]1([CH3:15])[O:8][C:7]2[CH:9]=[CH:10][C:11]([CH:13]=O)=[CH:12][C:6]=2[O:5]1.Cl.[NH2:17]O.C(OCC)C. The catalyst is O.C(O)C. The product is [CH3:3][C:4]1([CH3:15])[O:8][C:7]2[CH:9]=[CH:10][C:11]([CH:13]=[N:17][OH:1])=[CH:12][C:6]=2[O:5]1. (3) The catalyst is ClCCl. The yield is 0.860. The reactants are [N+:1]([C:4]1[CH:5]=[CH:6][CH:7]=[C:8]2[C:12]=1[CH:11]1CC3(OCCO3)[CH2:15][CH2:16][N:10]1[C:9]2=[O:21])([O-:3])=[O:2].[CH:22]([SH:25])([SH:24])[CH3:23].B(F)(F)F.[CH3:30][CH2:31]OCC.[OH-].[Na+]. The product is [N+:1]([C:4]1[CH:5]=[CH:6][CH:7]=[C:8]2[C:12]=1[CH:11]1[CH2:23][C:22]3([S:25][CH2:31][CH2:30][S:24]3)[CH2:15][CH2:16][N:10]1[C:9]2=[O:21])([O-:3])=[O:2]. (4) The reactants are [CH3:1][O:2][C:3]1[C:4](=[O:25])[C:5]([CH3:24])=[C:6]([CH2:12][C:13]2[CH:18]=[CH:17][C:16]([CH:19]=[CH:20][C:21](O)=[O:22])=[CH:15][CH:14]=2)[C:7](=[O:11])[C:8]=1[O:9][CH3:10].[CH:26]([NH2:29])([CH3:28])[CH3:27]. No catalyst specified. The product is [CH3:1][O:2][C:3]1[C:4](=[O:25])[C:5]([CH3:24])=[C:6]([CH2:12][C:13]2[CH:14]=[CH:15][C:16]([CH:19]=[CH:20][C:21]([NH:29][CH:26]([CH3:28])[CH3:27])=[O:22])=[CH:17][CH:18]=2)[C:7](=[O:11])[C:8]=1[O:9][CH3:10]. The yield is 0.220. (5) The reactants are [F:1][C:2]([F:18])([F:17])[CH:3]([C:5]1[CH:10]=[CH:9][CH:8]=[CH:7][C:6]=1[C:11]1[CH:16]=[CH:15][N:14]=[CH:13][CH:12]=1)[OH:4].[Cl:19][C:20]1[CH:25]=[C:24](Cl)[N:23]=[CH:22][N:21]=1.C(=O)([O-])[O-].[Cs+].[Cs+].O1CCOCC1. The catalyst is C(OCC)(=O)C. The product is [Cl:19][C:20]1[CH:25]=[C:24]([O:4][CH:3]([C:5]2[CH:10]=[CH:9][CH:8]=[CH:7][C:6]=2[C:11]2[CH:16]=[CH:15][N:14]=[CH:13][CH:12]=2)[C:2]([F:1])([F:17])[F:18])[N:23]=[CH:22][N:21]=1. The yield is 0.760.